Dataset: Reaction yield outcomes from USPTO patents with 853,638 reactions. Task: Predict the reaction yield, written as a fraction of the theoretical maximum amount of product (1.0 means a 100% yield; for example, 0.34 means a 34% yield). The product is [C:48]([S:50][CH2:2][CH2:3][CH2:4][CH2:5][C:6]1[CH:7]=[C:8]2[C:14]3([CH2:18][CH2:17][N:16]([C:19]([O:21][C:22]([CH3:25])([CH3:23])[CH3:24])=[O:20])[CH2:15]3)[CH2:13][N:12]([C:26]([O:28][CH2:29][CH2:30][Si:31]([CH3:32])([CH3:33])[CH3:34])=[O:27])[C:9]2=[CH:10][CH:11]=1)(=[O:49])[CH3:47]. The catalyst is O1CCCC1.O. The yield is 0.660. The reactants are O[CH2:2][CH2:3][CH2:4][CH2:5][C:6]1[CH:7]=[C:8]2[C:14]3([CH2:18][CH2:17][N:16]([C:19]([O:21][C:22]([CH3:25])([CH3:24])[CH3:23])=[O:20])[CH2:15]3)[CH2:13][N:12]([C:26]([O:28][CH2:29][CH2:30][Si:31]([CH3:34])([CH3:33])[CH3:32])=[O:27])[C:9]2=[CH:10][CH:11]=1.C(N(CC)CC)C.CS(Cl)(=O)=O.[CH3:47][C:48]([S-:50])=[O:49].[K+].